This data is from Forward reaction prediction with 1.9M reactions from USPTO patents (1976-2016). The task is: Predict the product of the given reaction. Given the reactants C(O[C:4]([C:6]1([CH2:12][CH2:13]OC)[CH2:11][CH2:10][NH:9][CH2:8][CH2:7]1)=[O:5])C.[F:16][C:17]1[CH:22]=[CH:21][C:20]([S:23](Cl)(=[O:25])=[O:24])=[C:19]([C:27]([F:30])([F:29])[F:28])[CH:18]=1.[CH2:31]([C:33]1[CH:39]=[CH:38][C:36]([NH2:37])=[CH:35][CH:34]=1)[CH3:32], predict the reaction product. The product is: [CH2:31]([C:33]1[CH:39]=[CH:38][C:36]([N:37]2[CH2:13][CH2:12][C:6]3([CH2:7][CH2:8][N:9]([S:23]([C:20]4[CH:21]=[CH:22][C:17]([F:16])=[CH:18][C:19]=4[C:27]([F:30])([F:29])[F:28])(=[O:25])=[O:24])[CH2:10][CH2:11]3)[C:4]2=[O:5])=[CH:35][CH:34]=1)[CH3:32].